Predict the reaction yield, written as a fraction of the theoretical maximum amount of product (1.0 means a 100% yield; for example, 0.34 means a 34% yield). From a dataset of Reaction yield outcomes from USPTO patents with 853,638 reactions. (1) The reactants are [O:1]=[C:2]1[C:6]([C:7]([O:9][CH2:10][CH3:11])=[O:8])=[CH:5][NH:4][N:3]1[C:12]1[CH:17]=[CH:16][CH:15]=[CH:14][CH:13]=1.F[C:19](F)(F)S(OC)(=O)=O. The catalyst is ClCCl. The product is [CH3:19][N:4]1[CH:5]=[C:6]([C:7]([O:9][CH2:10][CH3:11])=[O:8])[C:2](=[O:1])[N:3]1[C:12]1[CH:17]=[CH:16][CH:15]=[CH:14][CH:13]=1. The yield is 0.210. (2) The reactants are [CH3:1][C:2]1([CH3:21])[CH:6]([C:7]2[CH:12]=[CH:11][CH:10]=[CH:9][CH:8]=2)[C:5]2[C:13]([CH3:20])=[C:14]([NH2:19])[C:15]([CH3:18])=[C:16]([CH3:17])[C:4]=2[O:3]1.[F:22][C:23]1[CH:31]=[CH:30][C:26]([C:27](Cl)=[O:28])=[CH:25][CH:24]=1. The catalyst is C(OCC)(=O)C. The product is [F:22][C:23]1[CH:31]=[CH:30][C:26]([C:27]([NH:19][C:14]2[C:15]([CH3:18])=[C:16]([CH3:17])[C:4]3[O:3][C:2]([CH3:21])([CH3:1])[CH:6]([C:7]4[CH:8]=[CH:9][CH:10]=[CH:11][CH:12]=4)[C:5]=3[C:13]=2[CH3:20])=[O:28])=[CH:25][CH:24]=1. The yield is 0.920.